Dataset: Peptide-MHC class I binding affinity with 185,985 pairs from IEDB/IMGT. Task: Regression. Given a peptide amino acid sequence and an MHC pseudo amino acid sequence, predict their binding affinity value. This is MHC class I binding data. The peptide sequence is AVINTTCNYGQ. The MHC is HLA-B08:01 with pseudo-sequence HLA-B08:01. The binding affinity (normalized) is 0.530.